From a dataset of Forward reaction prediction with 1.9M reactions from USPTO patents (1976-2016). Predict the product of the given reaction. (1) Given the reactants [N+:1]([C:4]1[CH:12]=[CH:11][CH:10]=[CH:9][C:5]=1[C:6](Cl)=[O:7])([O-:3])=[O:2].[Cl:13][C:14]1[CH:19]=[CH:18][N:17]=[C:16]([NH2:20])[CH:15]=1.C(N(CC)CC)C.C1COCC1, predict the reaction product. The product is: [Cl:13][C:14]1[CH:19]=[CH:18][N:17]=[C:16]([NH:20][C:6](=[O:7])[C:5]2[CH:9]=[CH:10][CH:11]=[CH:12][C:4]=2[N+:1]([O-:3])=[O:2])[CH:15]=1. (2) The product is: [Cl:1][C:2]1[CH:36]=[CH:35][C:5]2[N:6]([CH:22]3[CH2:23][CH2:24][NH:25][CH2:26][CH2:27]3)[C:7]([CH2:9][N:10]3[C:14]4=[CH:15][N:16]=[CH:17][CH:18]=[C:13]4[C:12]4([CH2:20][CH2:19]4)[C:11]3=[O:21])=[N:8][C:4]=2[CH:3]=1. Given the reactants [Cl:1][C:2]1[CH:36]=[CH:35][C:5]2[N:6]([CH:22]3[CH2:27][CH2:26][N:25](C(OC(C)(C)C)=O)[CH2:24][CH2:23]3)[C:7]([CH2:9][N:10]3[C:14]4=[CH:15][N:16]=[CH:17][CH:18]=[C:13]4[C:12]4([CH2:20][CH2:19]4)[C:11]3=[O:21])=[N:8][C:4]=2[CH:3]=1.Cl.C(=O)([O-])[O-].[Na+].[Na+], predict the reaction product. (3) Given the reactants CO[C:3](=[O:20])[C:4]([CH3:19])([CH3:18])[C@:5]([NH2:17])([C:7]1[CH:12]=[C:11]([N+:13]([O-:15])=[O:14])[CH:10]=[CH:9][C:8]=1[F:16])[CH3:6].[CH3:21][NH:22][C:23]([NH:25][C:26](=[O:32])[O:27][C:28]([CH3:31])([CH3:30])[CH3:29])=S, predict the reaction product. The product is: [C:28]([O:27][C:26](=[O:32])[NH:25][C:23]1[N:22]([CH3:21])[C:3](=[O:20])[C:4]([CH3:18])([CH3:19])[C@:5]([C:7]2[CH:12]=[C:11]([N+:13]([O-:15])=[O:14])[CH:10]=[CH:9][C:8]=2[F:16])([CH3:6])[N:17]=1)([CH3:31])([CH3:30])[CH3:29]. (4) Given the reactants [NH2:1][C:2]1[N:10]=[C:9]2[C:5]([NH:6][CH:7]=[N:8]2)=[C:4]([Cl:11])[N:3]=1.CC(C)([O-])C.[K+].[C:18]([O:26][CH2:27][C@@H:28]1[C@@H:32]([O:33][C:34](=[O:41])[C:35]2[CH:40]=[CH:39][CH:38]=[CH:37][CH:36]=2)[C@:31]([F:43])([CH3:42])[C@@H:30](Br)[O:29]1)(=[O:25])[C:19]1[CH:24]=[CH:23][CH:22]=[CH:21][CH:20]=1.[NH4+].[Cl-], predict the reaction product. The product is: [C:34]([O:33][C@H:32]1[C@:31]([F:43])([CH3:42])[C@H:30]([N:8]2[CH:7]=[N:6][C:5]3[C:9]2=[N:10][C:2]([NH2:1])=[N:3][C:4]=3[Cl:11])[O:29][C@@H:28]1[CH2:27][O:26][C:18](=[O:25])[C:19]1[CH:20]=[CH:21][CH:22]=[CH:23][CH:24]=1)(=[O:41])[C:35]1[CH:40]=[CH:39][CH:38]=[CH:37][CH:36]=1. (5) Given the reactants [Si]([O:8][CH2:9][C@H:10]1[CH2:15][CH2:14][C@H:13]([N:16]2[C:21]3[C:22]4[CH:28]=[CH:27][N:26]([CH2:29][O:30][CH2:31][CH2:32][Si:33]([CH3:36])([CH3:35])[CH3:34])[C:23]=4[N:24]=[CH:25][C:20]=3[C:19](=[O:37])[N:18]([CH3:38])[CH2:17]2)[CH2:12][CH2:11]1)(C(C)(C)C)(C)C.Cl.C(=O)([O-])O.[Na+], predict the reaction product. The product is: [OH:8][CH2:9][C@H:10]1[CH2:15][CH2:14][C@H:13]([N:16]2[C:21]3[C:22]4[CH:28]=[CH:27][N:26]([CH2:29][O:30][CH2:31][CH2:32][Si:33]([CH3:35])([CH3:34])[CH3:36])[C:23]=4[N:24]=[CH:25][C:20]=3[C:19](=[O:37])[N:18]([CH3:38])[CH2:17]2)[CH2:12][CH2:11]1.